This data is from Reaction yield outcomes from USPTO patents with 853,638 reactions. The task is: Predict the reaction yield, written as a fraction of the theoretical maximum amount of product (1.0 means a 100% yield; for example, 0.34 means a 34% yield). The reactants are [Cl:1][C:2]1[CH:3]=[C:4]([CH:17]=[C:18]([N+:20]([O-:22])=[O:21])[CH:19]=1)/[CH:5]=[N:6]/[C:7]1[CH:16]=[CH:15][C:10]([C:11]([O:13][CH3:14])=[O:12])=[CH:9][CH:8]=1. The catalyst is O1CCCC1.FC(F)(F)S([O-])(=O)=O.[Y+3].FC(F)(F)S([O-])(=O)=O.FC(F)(F)S([O-])(=O)=O. The product is [Cl:1][C:2]1[CH:3]=[C:4]([CH:5]2[C:10]([CH3:15])([CH3:9])[CH:11]([OH:12])[C:8]3[C:7](=[CH:16][CH:15]=[C:10]([C:11]([O:13][CH3:14])=[O:12])[CH:9]=3)[NH:6]2)[CH:17]=[C:18]([N+:20]([O-:22])=[O:21])[CH:19]=1. The yield is 0.590.